From a dataset of Full USPTO retrosynthesis dataset with 1.9M reactions from patents (1976-2016). Predict the reactants needed to synthesize the given product. (1) Given the product [CH2:18]([O:17][C:15](=[O:16])[CH2:14][N:7]1[C:8]2[C:4](=[CH:3][C:2]([Br:1])=[CH:10][CH:9]=2)[CH:5]=[CH:6]1)[CH3:19], predict the reactants needed to synthesize it. The reactants are: [Br:1][C:2]1[CH:3]=[C:4]2[C:8](=[CH:9][CH:10]=1)[NH:7][CH:6]=[CH:5]2.[H-].[Na+].Br[CH2:14][C:15]([O:17][CH2:18][CH3:19])=[O:16]. (2) Given the product [CH2:17]([C:16]1[CH:15]=[CH:14][N:13]=[CH:12][C:11]=1[C:7]1[CH:6]=[C:5]2[C:10](=[CH:9][CH:8]=1)[N:2]([CH3:1])[C:3](=[O:19])[CH2:4]2)[CH3:18], predict the reactants needed to synthesize it. The reactants are: [CH3:1][N:2]1[C:10]2[C:5](=[CH:6][C:7]([C:11]3[CH:12]=[N:13][CH:14]=[CH:15][C:16]=3[CH:17]=[CH2:18])=[CH:8][CH:9]=2)[CH2:4][C:3]1=[O:19]. (3) The reactants are: Cl[C:2]1[C:7]([C:8]([F:11])([F:10])[F:9])=[CH:6][N:5]=[C:4]([NH:12][C:13]2[CH:27]=[CH:26][C:16]([CH2:17][P:18](=[O:25])([O:22][CH2:23][CH3:24])[O:19][CH2:20][CH3:21])=[CH:15][C:14]=2[O:28][CH3:29])[N:3]=1.[NH2:30][C:31]1[CH:32]=[CH:33][C:34]([C@H:42]2[CH2:47][CH2:46][C@@H:45]([N:48]3[CH2:53][CH2:52][N:51]([CH3:54])[CH2:50][CH2:49]3)[CH2:44][CH2:43]2)=[C:35]2[C:39]=1[C:38](=[O:40])[N:37]([CH3:41])[CH2:36]2. Given the product [CH3:29][O:28][C:14]1[CH:15]=[C:16]([CH:26]=[CH:27][C:13]=1[NH:12][C:4]1[N:3]=[C:2]([NH:30][C:31]2[CH:32]=[CH:33][C:34]([C@H:42]3[CH2:47][CH2:46][C@@H:45]([N:48]4[CH2:53][CH2:52][N:51]([CH3:54])[CH2:50][CH2:49]4)[CH2:44][CH2:43]3)=[C:35]3[C:39]=2[C:38](=[O:40])[N:37]([CH3:41])[CH2:36]3)[C:7]([C:8]([F:11])([F:10])[F:9])=[CH:6][N:5]=1)[CH2:17][P:18](=[O:25])([O:22][CH2:23][CH3:24])[O:19][CH2:20][CH3:21], predict the reactants needed to synthesize it. (4) Given the product [Cl:20][C:10]1[NH:9][C:8]2[C:7](=[O:19])[N:6]3[C:2]([CH3:1])=[N:3][N:4]=[C:5]3[N:13]([CH2:14][CH2:15][CH2:16][CH2:17][CH3:18])[C:12]=2[N:11]=1, predict the reactants needed to synthesize it. The reactants are: [CH3:1][C:2]1[N:6]2[C:7](=[O:19])[C:8]3[NH:9][CH:10]=[N:11][C:12]=3[N:13]([CH2:14][CH2:15][CH2:16][CH2:17][CH3:18])[C:5]2=[N:4][N:3]=1.[Cl:20]N1C(=O)CCC1=O. (5) Given the product [NH2:9][C:3]1[N:4]=[CH:5][N:6]=[C:7]([NH:10][CH2:11][CH:12]2[CH2:13][CH2:14][N:15]([C:18](=[O:20])[CH:45]=[CH2:46])[CH2:16][CH2:17]2)[C:2]=1[C:35]1[CH:36]=[CH:37][C:32]([O:31][C:30]2[CH:41]=[CH:42][C:27]([C:26]([F:44])([F:43])[F:25])=[CH:28][CH:29]=2)=[CH:33][CH:34]=1, predict the reactants needed to synthesize it. The reactants are: Cl[C:2]1[C:3]([NH2:9])=[N:4][CH:5]=[N:6][C:7]=1Cl.[NH2:10][CH2:11][CH:12]1[CH2:17][CH2:16][N:15]([C:18]([O:20]C(C)(C)C)=O)[CH2:14][CH2:13]1.[F:25][C:26]([F:44])([F:43])[C:27]1[CH:42]=[CH:41][C:30]([O:31][C:32]2[CH:37]=[CH:36][C:35](B(O)O)=[CH:34][CH:33]=2)=[CH:29][CH:28]=1.[C:45](Cl)(=O)[CH:46]=C. (6) Given the product [Br:7][C:8]1[CH:9]=[CH:10][C:11]([CH3:28])=[C:12]([C:14]2[C:15](=[O:16])[NH:17][C:18]3([CH2:19][CH2:20][CH2:21][CH2:22][CH2:23]3)[C:24]=2[OH:26])[CH:13]=1, predict the reactants needed to synthesize it. The reactants are: CC(C)([O-])C.[K+].[Br:7][C:8]1[CH:9]=[CH:10][C:11]([CH3:28])=[C:12]([CH2:14][C:15]([NH:17][C:18]2([C:24]([O:26]C)=O)[CH2:23][CH2:22][CH2:21][CH2:20][CH2:19]2)=[O:16])[CH:13]=1.O.Cl.